From a dataset of Reaction yield outcomes from USPTO patents with 853,638 reactions. Predict the reaction yield, written as a fraction of the theoretical maximum amount of product (1.0 means a 100% yield; for example, 0.34 means a 34% yield). The reactants are Cl[C:2]1[CH:3]=[N:4][CH:5]=[C:6]([Cl:16])[C:7]=1[N:8]1[CH2:13][CH2:12][CH:11]([C:14]#[N:15])[CH2:10][CH2:9]1.C(=O)([O-])[O-].[Na+].[Na+].[C:23](#N)[CH3:24]. The catalyst is C1C=CC([P]([Pd]([P](C2C=CC=CC=2)(C2C=CC=CC=2)C2C=CC=CC=2)([P](C2C=CC=CC=2)(C2C=CC=CC=2)C2C=CC=CC=2)[P](C2C=CC=CC=2)(C2C=CC=CC=2)C2C=CC=CC=2)(C2C=CC=CC=2)C2C=CC=CC=2)=CC=1. The product is [Cl:16][C:6]1[CH:5]=[N:4][CH:3]=[C:2]([C:24]2[CH:23]=[CH:6][CH:7]=[CH:2][CH:3]=2)[C:7]=1[N:8]1[CH2:13][CH2:12][CH:11]([C:14]#[N:15])[CH2:10][CH2:9]1. The yield is 0.220.